This data is from Catalyst prediction with 721,799 reactions and 888 catalyst types from USPTO. The task is: Predict which catalyst facilitates the given reaction. (1) Reactant: Cl.[CH3:2][O:3][C:4]1[CH:9]=[C:8]([N:10]2[CH2:15][CH2:14][N:13]([CH3:16])[CH2:12][CH2:11]2)[CH:7]=[CH:6][C:5]=1[NH:17][C:18]1[N:19]=[C:20]([O:27][C:28]2[CH:33]=[CH:32][CH:31]=[C:30]([N+:34]([O-])=O)[CH:29]=2)[C:21]2[S:26][CH:25]=[CH:24][C:22]=2[N:23]=1. Product: [NH2:34][C:30]1[CH:29]=[C:28]([CH:33]=[CH:32][CH:31]=1)[O:27][C:20]1[C:21]2[S:26][CH:25]=[CH:24][C:22]=2[N:23]=[C:18]([NH:17][C:5]2[CH:6]=[CH:7][C:8]([N:10]3[CH2:15][CH2:14][N:13]([CH3:16])[CH2:12][CH2:11]3)=[CH:9][C:4]=2[O:3][CH3:2])[N:19]=1. The catalyst class is: 186. (2) Reactant: C(OC([N:11]1[CH:16]2[CH2:17][CH2:18][CH2:19][CH:12]1[C:13](=[O:29])[N:14]([CH2:21][C:22]1[CH:27]=[CH:26][C:25]([F:28])=[CH:24][CH:23]=1)[C:15]2=[O:20])=O)C1C=CC=CC=1.C1CCC=CC=1. Product: [F:28][C:25]1[CH:24]=[CH:23][C:22]([CH2:21][N:14]2[C:15](=[O:20])[CH:16]3[NH:11][CH:12]([CH2:19][CH2:18][CH2:17]3)[C:13]2=[O:29])=[CH:27][CH:26]=1. The catalyst class is: 29.